Predict the reaction yield, written as a fraction of the theoretical maximum amount of product (1.0 means a 100% yield; for example, 0.34 means a 34% yield). From a dataset of Reaction yield outcomes from USPTO patents with 853,638 reactions. (1) The reactants are [F:1][C:2]1[CH:3]=[C:4]([NH:45][S:46]([CH2:49][CH2:50][O:51][CH3:52])(=[O:48])=[O:47])[CH:5]=[C:6]([C:8]2[C:16]3[C:15]([NH:17][C@H:18]([C:20]4[N:25]([C:26]5[CH:31]=[CH:30][CH:29]=[CH:28][CH:27]=5)[C:24](=[O:32])[C:23]5=[C:33]([CH3:36])[CH:34]=[CH:35][N:22]5[N:21]=4)[CH3:19])=[N:14][CH:13]=[N:12][C:11]=3[N:10](COCC[Si](C)(C)C)[CH:9]=2)[CH:7]=1.FC(F)(F)C(O)=O.N. No catalyst specified. The product is [F:1][C:2]1[CH:3]=[C:4]([NH:45][S:46]([CH2:49][CH2:50][O:51][CH3:52])(=[O:47])=[O:48])[CH:5]=[C:6]([C:8]2[C:16]3[C:15]([NH:17][C@H:18]([C:20]4[N:25]([C:26]5[CH:27]=[CH:28][CH:29]=[CH:30][CH:31]=5)[C:24](=[O:32])[C:23]5=[C:33]([CH3:36])[CH:34]=[CH:35][N:22]5[N:21]=4)[CH3:19])=[N:14][CH:13]=[N:12][C:11]=3[NH:10][CH:9]=2)[CH:7]=1. The yield is 0.730. (2) The reactants are [NH2:1][C:2]1[NH:7][C:6](=[O:8])[CH:5]=[C:4]([CH2:9][C:10]2[CH:15]=[CH:14][CH:13]=[C:12]([Br:16])[CH:11]=2)[N:3]=1.[OH-].[K+].I[CH3:20]. The catalyst is C(O)C. The product is [NH2:1][C:2]1[N:7]([CH3:20])[C:6](=[O:8])[CH:5]=[C:4]([CH2:9][C:10]2[CH:15]=[CH:14][CH:13]=[C:12]([Br:16])[CH:11]=2)[N:3]=1. The yield is 0.760. (3) The reactants are Br[C:2]1[CH:18]=[CH:17][C:5]([O:6][CH2:7][CH2:8][O:9][Si:10]([C:13]([CH3:16])([CH3:15])[CH3:14])([CH3:12])[CH3:11])=[CH:4][CH:3]=1.C([Li])CCC.[Cl:24][C:25]1[CH:36]=[CH:35][C:28]([C:29](N(OC)C)=[O:30])=[CH:27][C:26]=1[S:37](=[O:40])(=[O:39])[NH2:38]. The catalyst is O1CCCC1. The product is [C:13]([Si:10]([CH3:12])([CH3:11])[O:9][CH2:8][CH2:7][O:6][C:5]1[CH:17]=[CH:18][C:2]([C:29]([C:28]2[CH:35]=[CH:36][C:25]([Cl:24])=[C:26]([S:37]([NH2:38])(=[O:39])=[O:40])[CH:27]=2)=[O:30])=[CH:3][CH:4]=1)([CH3:16])([CH3:15])[CH3:14]. The yield is 0.530. (4) The reactants are [N:1]1[N:2]2[CH:10]=[CH:9][CH:8]=[C:3]2[C:4](O)=[N:5][CH:6]=1.C(N(C(C)C)CC)(C)C.P(Cl)(Cl)([Cl:22])=O.C([O-])(O)=O.[Na+]. The catalyst is C1(C)C=CC=CC=1. The product is [Cl:22][C:4]1[C:3]2=[CH:8][CH:9]=[CH:10][N:2]2[N:1]=[CH:6][N:5]=1. The yield is 0.970. (5) The reactants are [NH2:1][C@@H:2]([CH2:6][C:7]1[CH:12]=[CH:11][C:10]([I:13])=[CH:9][CH:8]=1)[C:3]([OH:5])=[O:4].S(Cl)([Cl:16])=O.[CH3:18]O. No catalyst specified. The product is [ClH:16].[NH2:1][C@@H:2]([CH2:6][C:7]1[CH:8]=[CH:9][C:10]([I:13])=[CH:11][CH:12]=1)[C:3]([O:5][CH3:18])=[O:4]. The yield is 0.990. (6) The reactants are Cl[CH2:2][C:3]([NH:5][C:6]1[CH:11]=[CH:10][CH:9]=[C:8]([F:12])[CH:7]=1)=[O:4].[Al+3].[Cl-].[Cl-].[Cl-]. The catalyst is O. The product is [F:12][C:8]1[CH:7]=[C:6]2[C:11]([CH2:2][C:3](=[O:4])[NH:5]2)=[CH:10][CH:9]=1. The yield is 0.656. (7) The reactants are [CH2:1]([C:9]1[CH:15]=[CH:14][C:12]([NH2:13])=[CH:11][CH:10]=1)[CH2:2][CH2:3][CH2:4][CH2:5][CH2:6][CH2:7][CH3:8].[CH3:16][C:17]1([CH3:24])[O:22][CH2:21][C:20](=O)[CH2:19][O:18]1.[BH-](OC(C)=O)(OC(C)=O)OC(C)=O.[Na+].CC(O)=O. The catalyst is ClCCCl.CCOCC. The product is [CH3:16][C:17]1([CH3:24])[O:22][CH2:21][CH:20]([NH:13][C:12]2[CH:11]=[CH:10][C:9]([CH2:1][CH2:2][CH2:3][CH2:4][CH2:5][CH2:6][CH2:7][CH3:8])=[CH:15][CH:14]=2)[CH2:19][O:18]1. The yield is 0.630. (8) The reactants are [F:1][CH:2]([F:26])[O:3][C:4]1[CH:9]=[CH:8][C:7]([CH:10]([C:12]2([C:18]3[CH:23]=[C:22]([F:24])[CH:21]=[C:20]([F:25])[CH:19]=3)SCCCS2)[OH:11])=[CH:6][CH:5]=1.FC(F)(F)C(OC1C(OC(=O)C(F)(F)F)=C(I)C=CC=1)=[O:30].CCCCCC.CCOC(C)=O. The catalyst is C(#N)C.O. The product is [F:1][CH:2]([F:26])[O:3][C:4]1[CH:9]=[CH:8][C:7]([CH:10]([OH:11])[C:12]([C:18]2[CH:23]=[C:22]([F:24])[CH:21]=[C:20]([F:25])[CH:19]=2)=[O:30])=[CH:6][CH:5]=1. The yield is 0.310. (9) The reactants are [F:1][C:2]1[CH:7]=[C:6]([I:8])[CH:5]=[CH:4][C:3]=1[NH:9][C:10]1[C:15]([N+:16]([O-])=O)=[C:14]([F:19])[CH:13]=[C:12]([F:20])[C:11]=1[F:21].[C:22](N1C=CN=C1)(N1C=CN=C1)=[O:23]. The catalyst is C(Cl)Cl. The product is [F:19][C:14]1[C:15]2[NH:16][C:22](=[O:23])[N:9]([C:3]3[CH:4]=[CH:5][C:6]([I:8])=[CH:7][C:2]=3[F:1])[C:10]=2[C:11]([F:21])=[C:12]([F:20])[CH:13]=1. The yield is 0.658. (10) The reactants are C([NH:4][C:5]1[N:14]=[C:13]2[C:8]([C:9](=[O:28])[CH:10]=[C:11]([NH:21][C:22]3[CH:27]=[CH:26][CH:25]=[CH:24][CH:23]=3)[N:12]2[C:15]2[CH:20]=[CH:19][CH:18]=[CH:17][CH:16]=2)=[C:7]([CH3:29])[CH:6]=1)C=C.CS(O)(=O)=O. The catalyst is CCO.CCOC(C)=O.[Pd]. The product is [NH2:4][C:5]1[N:14]=[C:13]2[C:8]([C:9](=[O:28])[CH:10]=[C:11]([NH:21][C:22]3[CH:23]=[CH:24][CH:25]=[CH:26][CH:27]=3)[N:12]2[C:15]2[CH:20]=[CH:19][CH:18]=[CH:17][CH:16]=2)=[C:7]([CH3:29])[CH:6]=1. The yield is 0.410.